From a dataset of Full USPTO retrosynthesis dataset with 1.9M reactions from patents (1976-2016). Predict the reactants needed to synthesize the given product. (1) Given the product [Br-:1].[C:2]([CH2:5][CH2:6][CH2:7][CH2:8][N:9]1[C:13]2[CH:14]=[CH:15][CH:16]=[CH:17][C:12]=2[S:11][C:10]1=[CH:18][C:28]1[C:29]2[C:34](=[CH:33][CH:32]=[CH:31][CH:30]=2)[N+:25]([CH2:24][CH2:23][C:20]([OH:22])=[O:21])=[CH:26][CH:27]=1)([OH:4])=[O:3], predict the reactants needed to synthesize it. The reactants are: [Br-:1].[C:2]([CH2:5][CH2:6][CH2:7][CH2:8][N+:9]1[C:13]2[CH:14]=[CH:15][CH:16]=[CH:17][C:12]=2[S:11][C:10]=1[CH3:18])([OH:4])=[O:3].[Br-].[C:20]([CH2:23][CH2:24][N+:25]1[C:34]2[C:29](=[CH:30][CH:31]=[CH:32][CH:33]=2)[CH:28]=[CH:27][CH:26]=1)([OH:22])=[O:21].C(N(CC)CC)C. (2) Given the product [C:1]([CH2:3][CH2:4][CH2:5][CH2:6][CH:7]1[CH2:12][CH2:11][N:10]([C:13]([O:15][C:16]([CH3:19])([CH3:18])[CH3:17])=[O:14])[CH2:9][CH2:8]1)#[N:2], predict the reactants needed to synthesize it. The reactants are: [C:1](/[CH:3]=[CH:4]/[CH2:5][CH2:6][CH:7]1[CH2:12][CH2:11][N:10]([C:13]([O:15][C:16]([CH3:19])([CH3:18])[CH3:17])=[O:14])[CH2:9][CH2:8]1)#[N:2].C(/C=C\CCC1CCN(C(OC(C)(C)C)=O)CC1)#N. (3) Given the product [C:30]1([C:54]2[CH:59]=[CH:58][CH:57]=[CH:56][CH:55]=2)[CH:35]=[CH:34][CH:33]=[CH:32][C:31]=1[CH2:36][N:37]1[C:46]2[C:41](=[N:42][CH:43]=[C:44]([CH3:1])[CH:45]=2)[C:40](=[O:48])[C:39]([C:49]([O:51][CH2:52][CH3:53])=[O:50])=[CH:38]1, predict the reactants needed to synthesize it. The reactants are: [CH:1]1(P(C2CCCCC2)C2C=CC=CC=2C2C(OC)=CC=CC=2OC)CCCCC1.[C:30]1([C:54]2[CH:59]=[CH:58][CH:57]=[CH:56][CH:55]=2)[CH:35]=[CH:34][CH:33]=[CH:32][C:31]=1[CH2:36][N:37]1[C:46]2[C:41](=[N:42][CH:43]=[C:44](Br)[CH:45]=2)[C:40](=[O:48])[C:39]([C:49]([O:51][CH2:52][CH3:53])=[O:50])=[CH:38]1.[Mg+2].[Cl-].C[Zn+].[Cl-].[Cl-]. (4) Given the product [Cl:19][C:20]1[CH:21]=[C:22]([S:27]([NH:13][C:10]2[CH:11]=[CH:12][C:3]([O:2][CH3:1])=[C:4]3[C:9]=2[O:8][CH2:7][C@H:6]([N:14]2[CH2:18][CH2:17][CH2:16][CH2:15]2)[CH2:5]3)(=[O:29])=[O:28])[CH:23]=[CH:24][C:25]=1[CH3:26], predict the reactants needed to synthesize it. The reactants are: [CH3:1][O:2][C:3]1[CH:12]=[CH:11][C:10]([NH2:13])=[C:9]2[C:4]=1[CH2:5][C@@H:6]([N:14]1[CH2:18][CH2:17][CH2:16][CH2:15]1)[CH2:7][O:8]2.[Cl:19][C:20]1[CH:21]=[C:22]([S:27](Cl)(=[O:29])=[O:28])[CH:23]=[CH:24][C:25]=1[CH3:26].CCN(C(C)C)C(C)C. (5) Given the product [C:1]([O:5][C:6]([N:8]1[CH2:12][CH2:11][CH:10]([O:13][C:15]2[CH:22]=[CH:21][C:18]([CH:19]=[O:20])=[CH:17][CH:16]=2)[CH2:9]1)=[O:7])([CH3:4])([CH3:2])[CH3:3], predict the reactants needed to synthesize it. The reactants are: [C:1]([O:5][C:6]([N:8]1[CH2:12][CH2:11][CH:10]([OH:13])[CH2:9]1)=[O:7])([CH3:4])([CH3:3])[CH3:2].O[C:15]1[CH:22]=[CH:21][C:18]([CH:19]=[O:20])=[CH:17][CH:16]=1.C1(P(C2C=CC=CC=2)C2C=CC=CC=2)C=CC=CC=1.N(C(OCC)=O)=NC(OCC)=O. (6) Given the product [C:1]([C:4]1[N:8]([CH2:9][C:10]2[CH:15]=[CH:14][C:13]([C:16]3[C:17]([S:22]([NH2:25])(=[O:24])=[O:23])=[CH:18][CH:19]=[CH:20][CH:21]=3)=[CH:12][CH:11]=2)[C:7]([C:26]2[CH:31]=[CH:30][CH:29]=[CH:28][CH:27]=2)=[N:6][C:5]=1[O:33][CH3:35])(=[O:3])[CH3:2], predict the reactants needed to synthesize it. The reactants are: [C:1]([C:4]1[N:8]([CH2:9][C:10]2[CH:15]=[CH:14][C:13]([C:16]3[C:17]([S:22]([NH2:25])(=[O:24])=[O:23])=[CH:18][CH:19]=[CH:20][CH:21]=3)=[CH:12][CH:11]=2)[C:7]([C:26]2[CH:31]=[CH:30][CH:29]=[CH:28][CH:27]=2)=[N:6][C:5]=1Cl)(=[O:3])[CH3:2].[OH-:33].[Na+].[CH3:35]O.